This data is from Full USPTO retrosynthesis dataset with 1.9M reactions from patents (1976-2016). The task is: Predict the reactants needed to synthesize the given product. (1) The reactants are: [F:1][C:2]1[CH:9]=[CH:8][C:7]([Br:10])=[CH:6][C:3]=1[CH:4]=[O:5].[C:11]1([Mg]Br)[CH:16]=[CH:15][CH:14]=[CH:13][CH:12]=1. Given the product [Br:10][C:7]1[CH:8]=[CH:9][C:2]([F:1])=[C:3]([C:4]([C:11]2[CH:16]=[CH:15][CH:14]=[CH:13][CH:12]=2)=[O:5])[CH:6]=1, predict the reactants needed to synthesize it. (2) Given the product [N:1]1[CH:6]=[CH:5][CH:4]=[CH:3][C:2]=1[C:10]([O-:12])=[O:11].[K+:14], predict the reactants needed to synthesize it. The reactants are: [N:1]1[CH:6]=[CH:5][CH:4]=[C:3](C([O-])=O)[C:2]=1[C:10]([O-:12])=[O:11].[OH-].[K+:14]. (3) Given the product [N:32]1[CH:33]=[C:29]([NH:26][C:23]([C:20]2[CH:21]=[CH:22][C:13]([C:3]3[C:4]([Cl:12])=[C:5]([O:10][CH3:11])[CH:6]=[C:7]([O:8][CH3:9])[C:2]=3[Cl:1])=[C:14]3[C:19]=2[N:18]=[CH:17][CH:16]=[CH:15]3)=[O:24])[NH:30][CH:31]=1, predict the reactants needed to synthesize it. The reactants are: [Cl:1][C:2]1[C:7]([O:8][CH3:9])=[CH:6][C:5]([O:10][CH3:11])=[C:4]([Cl:12])[C:3]=1[C:13]1[CH:22]=[CH:21][C:20]([C:23](O)=[O:24])=[C:19]2[C:14]=1[CH:15]=[CH:16][CH:17]=[N:18]2.[N+:26]([C:29]1[N:30]=[CH:31][NH:32][CH:33]=1)([O-])=O. (4) Given the product [CH2:1]([C:3]1[CH:8]=[CH:7][C:6]([C:9]2[C:13]([C:14]([O:16][CH2:17][CH3:18])=[O:15])=[C:12]([C:21]([CH3:25])=[CH2:20])[S:11][N:10]=2)=[CH:5][CH:4]=1)[CH3:2], predict the reactants needed to synthesize it. The reactants are: [CH2:1]([C:3]1[CH:8]=[CH:7][C:6]([C:9]2[C:13]([C:14]([O:16][CH2:17][CH3:18])=[O:15])=[C:12](I)[S:11][N:10]=2)=[CH:5][CH:4]=1)[CH3:2].[CH3:20][C:21]1(C)[C:25](C)(C)OB(C(C)=C)O1.C(=O)([O-])[O-].[Na+].[Na+]. (5) Given the product [ClH:14].[CH3:1][O:2][C:3](=[O:13])[CH2:4][C:5]1[CH:10]=[CH:9][CH:8]=[CH:7][C:6]=1[CH2:11][NH2:12], predict the reactants needed to synthesize it. The reactants are: [CH3:1][O:2][C:3](=[O:13])[CH2:4][C:5]1[CH:10]=[CH:9][CH:8]=[CH:7][C:6]=1[C:11]#[N:12].[ClH:14].[H][H]. (6) Given the product [OH:13][C:14]([CH3:53])([CH3:54])[CH2:15][O:16][C@H:17]1[CH2:18][CH2:19][C@H:20]([N:23]2[C:28](=[O:29])[C:27]([CH2:30][C:31]3[CH:36]=[CH:35][C:34]([C:37]4[CH:42]=[CH:41][CH:40]=[CH:39][C:38]=4[C:43]4[NH:3][C:4](=[O:7])[O:5][N:44]=4)=[CH:33][C:32]=3[O:45][CH3:46])=[C:26]([CH2:47][CH2:48][CH3:49])[N:25]3[N:50]=[CH:51][CH:52]=[C:24]23)[CH2:21][CH2:22]1, predict the reactants needed to synthesize it. The reactants are: [Cl-].O[NH3+:3].[C:4](=[O:7])([O-])[OH:5].[Na+].CS(C)=O.[OH:13][C:14]([CH3:54])([CH3:53])[CH2:15][O:16][C@H:17]1[CH2:22][CH2:21][C@H:20]([N:23]2[C:28](=[O:29])[C:27]([CH2:30][C:31]3[CH:36]=[CH:35][C:34]([C:37]4[C:38]([C:43]#[N:44])=[CH:39][CH:40]=[CH:41][CH:42]=4)=[CH:33][C:32]=3[O:45][CH3:46])=[C:26]([CH2:47][CH2:48][CH3:49])[N:25]3[N:50]=[CH:51][CH:52]=[C:24]23)[CH2:19][CH2:18]1.